From a dataset of Forward reaction prediction with 1.9M reactions from USPTO patents (1976-2016). Predict the product of the given reaction. (1) Given the reactants C[O:2][C:3](=[O:38])[C:4]1[CH:9]=[CH:8][C:7]([NH:10][C:11](=[O:37])[CH:12]([N:19]2[C:23]3[CH:24]=[C:25]([F:29])[C:26]([F:28])=[CH:27][C:22]=3[N:21]=[C:20]2[C:30]2[CH:35]=[CH:34][C:33]([Cl:36])=[CH:32][CH:31]=2)[CH:13]2[CH2:18][CH2:17][CH2:16][CH2:15][CH2:14]2)=[N:6][CH:5]=1.O.[OH-].[Li+], predict the reaction product. The product is: [Cl:36][C:33]1[CH:34]=[CH:35][C:30]([C:20]2[N:19]([CH:12]([CH:13]3[CH2:18][CH2:17][CH2:16][CH2:15][CH2:14]3)[C:11]([NH:10][C:7]3[CH:8]=[CH:9][C:4]([C:3]([OH:38])=[O:2])=[CH:5][N:6]=3)=[O:37])[C:23]3[CH:24]=[C:25]([F:29])[C:26]([F:28])=[CH:27][C:22]=3[N:21]=2)=[CH:31][CH:32]=1. (2) The product is: [CH3:28][O:29][C:30]([C:32]1[N:33]([C:46]([O:48][C:49]([CH3:52])([CH3:51])[CH3:50])=[O:47])[CH:34]=[C:35]([C:2]2[CH:12]=[CH:11][CH:10]=[C:9]([N:13]3[N:22]=[CH:21][C:20]4[C:15](=[CH:16][CH:17]=[C:18]([C:23]([CH3:26])([CH3:24])[CH3:25])[CH:19]=4)[C:14]3=[O:27])[C:3]=2[CH2:4][O:5][C:6](=[O:8])[CH3:7])[CH:36]=1)=[O:31]. Given the reactants Br[C:2]1[CH:12]=[CH:11][CH:10]=[C:9]([N:13]2[N:22]=[CH:21][C:20]3[C:15](=[CH:16][CH:17]=[C:18]([C:23]([CH3:26])([CH3:25])[CH3:24])[CH:19]=3)[C:14]2=[O:27])[C:3]=1[CH2:4][O:5][C:6](=[O:8])[CH3:7].[CH3:28][O:29][C:30]([C:32]1[N:33]([C:46]([O:48][C:49]([CH3:52])([CH3:51])[CH3:50])=[O:47])[CH:34]=[C:35](B2OC(C)(C)C(C)(C)O2)[CH:36]=1)=[O:31].C([O-])([O-])=O.[K+].[K+], predict the reaction product. (3) The product is: [C:4]([C:6]1[CH:7]=[C:8]([CH:12]=[CH:13][CH:14]=1)[C:9]([NH:3][CH2:1][CH3:2])=[O:10])#[N:5]. Given the reactants [CH2:1]([NH2:3])[CH3:2].[C:4]([C:6]1[CH:7]=[C:8]([CH:12]=[CH:13][CH:14]=1)[C:9](Cl)=[O:10])#[N:5], predict the reaction product.